This data is from Forward reaction prediction with 1.9M reactions from USPTO patents (1976-2016). The task is: Predict the product of the given reaction. (1) The product is: [Br:1][C:2]1[C:3]([CH3:12])=[C:4]2[C:8](=[CH:9][CH:10]=1)[NH:7][C:6](=[O:11])[C:5]2=[CH:23][C:22]1[NH:21][CH:20]=[C:19]2[C:14](=[O:13])[O:15][CH2:16][CH2:17][C:18]=12. Given the reactants [Br:1][C:2]1[C:3]([CH3:12])=[C:4]2[C:8](=[CH:9][CH:10]=1)[NH:7][C:6](=[O:11])[CH2:5]2.[O:13]=[C:14]1[C:19]2=[CH:20][NH:21][C:22]([CH:23]=O)=[C:18]2[CH2:17][CH2:16][O:15]1, predict the reaction product. (2) Given the reactants C([O:4][C:5]1[CH:10]=[C:9]([C:11]#[N:12])[C:8](Br)=[C:7]([C:14]#[N:15])[C:6]=1[O:16]C(=O)C)(=O)C.[C:20]1([C:26](B(O)O)=[CH2:27])[CH:25]=[CH:24][CH:23]=[CH:22][CH:21]=1, predict the reaction product. The product is: [OH:16][C:6]1[C:5]([OH:4])=[CH:10][C:9]([C:11]#[N:12])=[C:8]([C:26]([C:20]2[CH:25]=[CH:24][CH:23]=[CH:22][CH:21]=2)=[CH2:27])[C:7]=1[C:14]#[N:15].